Task: Regression/Classification. Given a drug SMILES string, predict its absorption, distribution, metabolism, or excretion properties. Task type varies by dataset: regression for continuous measurements (e.g., permeability, clearance, half-life) or binary classification for categorical outcomes (e.g., BBB penetration, CYP inhibition). Dataset: cyp1a2_veith.. Dataset: CYP1A2 inhibition data for predicting drug metabolism from PubChem BioAssay (1) The drug is C/C(=C(/CCO)SSC[C@@H]1CCCO1)N(C=O)Cc1cnc(C)nc1N. The result is 0 (non-inhibitor). (2) The drug is N#Cc1ccccc1-c1nc(NCCN2CCOCC2)c2ccccc2n1. The result is 1 (inhibitor). (3) The molecule is O=C(O)c1cc(N=Nc2ccc(S(=O)(=O)Nc3ccccn3)cc2)ccc1O. The result is 0 (non-inhibitor). (4) The molecule is Cc1ccc(-c2csc3ncnc(NCCN4CCOCC4)c23)cc1. The result is 1 (inhibitor). (5) The drug is CC(=O)NC1(C(F)(F)F)C(=O)N(Cc2ccccc2)C2=C1C(=O)CC(C)(C)C2. The result is 0 (non-inhibitor).